Dataset: Reaction yield outcomes from USPTO patents with 853,638 reactions. Task: Predict the reaction yield, written as a fraction of the theoretical maximum amount of product (1.0 means a 100% yield; for example, 0.34 means a 34% yield). (1) The reactants are [N+:1]([O-:4])(O)=[O:2].[OH:5][C:6]1[CH:11]=[CH:10][CH:9]=[CH:8][C:7]=1[S:12]([N:15]([CH3:17])[CH3:16])(=[O:14])=[O:13].O. The catalyst is C(O)(=O)C.[Cl-].[Na+].O. The product is [OH:5][C:6]1[C:11]([N+:1]([O-:4])=[O:2])=[CH:10][CH:9]=[CH:8][C:7]=1[S:12]([N:15]([CH3:17])[CH3:16])(=[O:14])=[O:13]. The yield is 0.200. (2) The reactants are Cl.C(OCC)(=O)C.[CH3:8][S:9]([C:12]1[CH:13]=[C:14]2[C:18](=[CH:19][CH:20]=1)[N:17]([C:21]1[N:26]=[CH:25][N:24]=[C:23]([O:27][CH:28]3[CH2:33][CH2:32][N:31](C(OC(C)(C)C)=O)[CH2:30][CH2:29]3)[CH:22]=1)[CH2:16][CH2:15]2)(=[O:11])=[O:10]. The catalyst is C(OCC)(=O)C. The product is [CH3:8][S:9]([C:12]1[CH:13]=[C:14]2[C:18](=[CH:19][CH:20]=1)[N:17]([C:21]1[CH:22]=[C:23]([O:27][CH:28]3[CH2:33][CH2:32][NH:31][CH2:30][CH2:29]3)[N:24]=[CH:25][N:26]=1)[CH2:16][CH2:15]2)(=[O:11])=[O:10]. The yield is 0.990.